From a dataset of Reaction yield outcomes from USPTO patents with 853,638 reactions. Predict the reaction yield, written as a fraction of the theoretical maximum amount of product (1.0 means a 100% yield; for example, 0.34 means a 34% yield). The reactants are [N:1]1[C:8]([Cl:9])=[N:7][C:5](Cl)=[N:4][C:2]=1[Cl:3].[NH2:10][C@@H:11]1[C:19]2[C:14](=[CH:15][CH:16]=[CH:17][CH:18]=2)[CH2:13][CH2:12]1.CCN(C(C)C)C(C)C.O. The catalyst is C1COCC1. The product is [Cl:9][C:8]1[N:1]=[C:2]([Cl:3])[N:4]=[C:5]([NH:10][C@@H:11]2[C:19]3[C:14](=[CH:15][CH:16]=[CH:17][CH:18]=3)[CH2:13][CH2:12]2)[N:7]=1. The yield is 0.870.